This data is from Catalyst prediction with 721,799 reactions and 888 catalyst types from USPTO. The task is: Predict which catalyst facilitates the given reaction. (1) Reactant: [NH2:1][C:2]1[CH:11]=[N:10][CH:9]=[CH:8][C:3]=1[C:4]([O:6][CH3:7])=[O:5].C(N(C(C)C)CC)(C)C.ClC(Cl)(O[C:25](=[O:31])OC(Cl)(Cl)Cl)Cl.[Br:33][C:34]1[CH:35]=[CH:36][C:37]([NH2:40])=[N:38][CH:39]=1. Product: [Br:33][C:34]1[CH:35]=[CH:36][C:37]([NH:40][C:25]([NH:1][C:2]2[CH:11]=[N:10][CH:9]=[CH:8][C:3]=2[C:4]([O:6][CH3:7])=[O:5])=[O:31])=[N:38][CH:39]=1. The catalyst class is: 2. (2) Reactant: [CH:1]1([C@H:7]([NH:12][C:13]([C:15]2[CH:19]=[C:18]([C:20]3[CH:25]=[CH:24][C:23]([O:26][C:27]([F:30])([F:29])[F:28])=[CH:22][CH:21]=3)[S:17][C:16]=2[NH:31][C:32]([NH:34][C:35]2[C:40]([CH3:41])=[CH:39][C:38]([CH3:42])=[CH:37][C:36]=2[CH3:43])=[O:33])=[O:14])[C:8]([O:10]C)=[O:9])[CH2:6][CH2:5][CH2:4][CH2:3][CH2:2]1.[OH-].[Li+]. Product: [CH:1]1([C@H:7]([NH:12][C:13]([C:15]2[CH:19]=[C:18]([C:20]3[CH:21]=[CH:22][C:23]([O:26][C:27]([F:29])([F:30])[F:28])=[CH:24][CH:25]=3)[S:17][C:16]=2[NH:31][C:32]([NH:34][C:35]2[C:36]([CH3:43])=[CH:37][C:38]([CH3:42])=[CH:39][C:40]=2[CH3:41])=[O:33])=[O:14])[C:8]([OH:10])=[O:9])[CH2:6][CH2:5][CH2:4][CH2:3][CH2:2]1. The catalyst class is: 1. (3) Reactant: O=P12OP3(OP(OP(O3)(O1)=O)(=O)O2)=O.Cl.C(N(CC)CC)C.[Cl:23][C:24]1[CH:30]=[CH:29][C:27]([NH2:28])=[CH:26][CH:25]=1.[CH3:31][C:32]1[CH:37]=[C:36]([CH2:38][C:39]2[C:48]3[C:43](=[CH:44][CH:45]=[CH:46][CH:47]=3)[C:42](=O)[NH:41][N:40]=2)[CH:35]=[CH:34][N:33]=1.C(=O)([O-])[O-].[Na+].[Na+]. Product: [Cl:23][C:24]1[CH:30]=[CH:29][C:27]([NH:28][C:42]2[C:43]3[C:48](=[CH:47][CH:46]=[CH:45][CH:44]=3)[C:39]([CH2:38][C:36]3[CH:35]=[CH:34][N:33]=[C:32]([CH3:31])[CH:37]=3)=[N:40][N:41]=2)=[CH:26][CH:25]=1. The catalyst class is: 98. (4) Reactant: O[Li].O.C[O:5][C:6](=[O:26])[CH2:7][CH2:8][C:9]1[C:10](=[O:25])[N:11]([CH2:14][C:15]2[CH:20]=[CH:19][C:18]([O:21][CH3:22])=[CH:17][C:16]=2[O:23][CH3:24])[CH2:12][CH:13]=1.Cl. Product: [CH3:24][O:23][C:16]1[CH:17]=[C:18]([O:21][CH3:22])[CH:19]=[CH:20][C:15]=1[CH2:14][N:11]1[CH2:12][CH:13]=[C:9]([CH2:8][CH2:7][C:6]([OH:26])=[O:5])[C:10]1=[O:25]. The catalyst class is: 1. (5) The catalyst class is: 4. Reactant: [Cl:1][C:2]1[CH:7]=[C:6]([N:8]=[C:9]=[O:10])[CH:5]=[CH:4][C:3]=1[F:11].[F:12][C:13]([F:34])([F:33])[C@@H:14]([OH:32])[CH2:15][N:16]1[CH2:21][CH2:20][CH2:19][CH:18]([C:22]2[CH:27]=[CH:26][CH:25]=[C:24]([C:28]([F:31])([F:30])[F:29])[CH:23]=2)[CH2:17]1. Product: [F:34][C:13]([F:12])([F:33])[C@@H:14]([O:32][C:9](=[O:10])[NH:8][C:6]1[CH:5]=[CH:4][C:3]([F:11])=[C:2]([Cl:1])[CH:7]=1)[CH2:15][N:16]1[CH2:21][CH2:20][CH2:19][CH:18]([C:22]2[CH:27]=[CH:26][CH:25]=[C:24]([C:28]([F:29])([F:30])[F:31])[CH:23]=2)[CH2:17]1. (6) Reactant: CCCC[N+](CCCC)(CCCC)CCCC.[F-].[Si]([O:26][CH2:27][CH2:28][CH2:29][N:30]([CH3:41])[C:31](=[O:40])[O:32][CH2:33][C:34]1[CH:39]=[CH:38][CH:37]=[CH:36][CH:35]=1)(C(C)(C)C)(C)C. Product: [OH:26][CH2:27][CH2:28][CH2:29][N:30]([CH3:41])[C:31](=[O:40])[O:32][CH2:33][C:34]1[CH:39]=[CH:38][CH:37]=[CH:36][CH:35]=1. The catalyst class is: 1. (7) Reactant: Cl[C:2]1[CH:7]=[C:6]([CH3:8])[N:5]=[C:4]([NH2:9])[N:3]=1.[CH2:10]([O:12][C:13]1[CH:14]=[C:15]([CH:24]=[CH:25][C:26]=1[O:27][CH3:28])[CH2:16][N:17]1[CH2:22][CH2:21][CH:20]([NH2:23])[CH2:19][CH2:18]1)[CH3:11]. Product: [CH2:10]([O:12][C:13]1[CH:14]=[C:15]([CH:24]=[CH:25][C:26]=1[O:27][CH3:28])[CH2:16][N:17]1[CH2:18][CH2:19][CH:20]([NH:23][C:2]2[CH:7]=[C:6]([CH3:8])[N:5]=[C:4]([NH2:9])[N:3]=2)[CH2:21][CH2:22]1)[CH3:11]. The catalyst class is: 44. (8) Reactant: [CH2:1]([O:8][C:9]([C@@H:11]1[CH2:15][CH2:14][C:13](=[O:16])[NH:12]1)=[O:10])[C:2]1[CH:7]=[CH:6][CH:5]=[CH:4][CH:3]=1.CN(C1C=CC=CN=1)C.[C:26](=O)([O:32]C(C)(C)C)[O:27][C:28]([CH3:31])([CH3:30])[CH3:29]. Product: [C:28]([O:27][C:26]([N:12]1[C:13](=[O:16])[CH2:14][CH2:15][C@H:11]1[C:9]([O:8][CH2:1][C:2]1[CH:3]=[CH:4][CH:5]=[CH:6][CH:7]=1)=[O:10])=[O:32])([CH3:31])([CH3:30])[CH3:29]. The catalyst class is: 4.